From a dataset of CYP2C19 inhibition data for predicting drug metabolism from PubChem BioAssay. Regression/Classification. Given a drug SMILES string, predict its absorption, distribution, metabolism, or excretion properties. Task type varies by dataset: regression for continuous measurements (e.g., permeability, clearance, half-life) or binary classification for categorical outcomes (e.g., BBB penetration, CYP inhibition). Dataset: cyp2c19_veith. (1) The drug is CCC(=O)OCC(=O)[C@@]1(OC(=O)CC)[C@H](C)C[C@@H]2[C@H]3CCC4=CC(=O)C=C[C@]4(C)[C@]3(Cl)[C@@H](O)C[C@@]21C. The result is 0 (non-inhibitor). (2) The compound is O=C(Cc1ncc(C(F)(F)F)cc1Cl)Nc1cccc(Br)c1. The result is 1 (inhibitor). (3) The drug is CN(C)CCN(C)CCc1ccc(Cl)c(Cl)c1. The result is 1 (inhibitor). (4) The drug is O=C(Nc1cc(Sc2ccccn2)cc([N+](=O)[O-])c1)c1ccc(Cl)cc1. The result is 1 (inhibitor). (5) The drug is N#Cc1cccc(-c2cncnc2NCc2cccs2)c1. The result is 1 (inhibitor). (6) The molecule is COc1ccc(NC(=O)CSc2nc(C)c3c(c2C#N)CCCC3)cc1. The result is 1 (inhibitor). (7) The drug is COc1ccc(-c2nc3cnc(N4CCOCC4)nc3n(-c3ccccc3)c2=O)cc1. The result is 0 (non-inhibitor).